Predict the product of the given reaction. From a dataset of Forward reaction prediction with 1.9M reactions from USPTO patents (1976-2016). Given the reactants [CH:1]([C:4]1[CH:9]=[CH:8][C:7]([S:10]([NH:13][C:14]2[CH:15]=[N:16][C:17]([CH:20]3[CH2:23][N:22]([C:24](=O)[CH2:25][CH3:26])[CH2:21]3)=[CH:18][CH:19]=2)(=[O:12])=[O:11])=[CH:6][CH:5]=1)([CH3:3])[CH3:2].B.C1COCC1, predict the reaction product. The product is: [CH:1]([C:4]1[CH:9]=[CH:8][C:7]([S:10]([NH:13][C:14]2[CH:15]=[N:16][C:17]([CH:20]3[CH2:23][N:22]([CH2:24][CH2:25][CH3:26])[CH2:21]3)=[CH:18][CH:19]=2)(=[O:11])=[O:12])=[CH:6][CH:5]=1)([CH3:3])[CH3:2].